From a dataset of Reaction yield outcomes from USPTO patents with 853,638 reactions. Predict the reaction yield, written as a fraction of the theoretical maximum amount of product (1.0 means a 100% yield; for example, 0.34 means a 34% yield). The reactants are [Cl:1][C:2]1[N:7]=[N:6][C:5]([CH:8]([C:16]([O:18][CH2:19][CH3:20])=[O:17])[C:9]([O:11][C:12]([CH3:15])([CH3:14])[CH3:13])=[O:10])=[CH:4][CH:3]=1.[H-].[Na+].[B-](F)(F)(F)[F:24].[B-](F)(F)(F)F.C1[N+]2(CCl)CC[N+](F)(CC2)C1. The catalyst is C1COCC1.CN(C=O)C. The product is [Cl:1][C:2]1[N:7]=[N:6][C:5]([C:8]([F:24])([C:16]([O:18][CH2:19][CH3:20])=[O:17])[C:9]([O:11][C:12]([CH3:14])([CH3:15])[CH3:13])=[O:10])=[CH:4][CH:3]=1. The yield is 0.770.